This data is from Full USPTO retrosynthesis dataset with 1.9M reactions from patents (1976-2016). The task is: Predict the reactants needed to synthesize the given product. (1) Given the product [Br:17][C:13]1[C:5]2[NH:6][C:7]([C:8]([O:10][CH2:11][CH3:12])=[O:9])=[C:3]([C:1]#[N:2])[C:4]=2[S:15][C:14]=1[CH3:16], predict the reactants needed to synthesize it. The reactants are: [C:1]([C:3]1[C:4]2[S:15][C:14]([CH3:16])=[CH:13][C:5]=2[NH:6][C:7]=1[C:8]([O:10][CH2:11][CH3:12])=[O:9])#[N:2].[Br:17]N1C(=O)CCC1=O.C(O)(=O)C.C(=O)([O-])O.[Na+]. (2) The reactants are: [Br:1][C:2]1[C:3]([N:9]2[CH2:14][CH2:13][O:12][CH2:11][CH:10]2[C:15]([OH:17])=O)=[N:4][C:5]([Cl:8])=[N:6][CH:7]=1.C(Cl)CCl.C1C=CC2N(O)N=NC=2C=1.Cl.[Cl:33][C:34]1[CH:42]=[C:41]2[C:37]([CH2:38][CH2:39][CH:40]2[NH2:43])=[CH:36][CH:35]=1.C(N(CC)CC)C. Given the product [Br:1][C:2]1[C:3]([N:9]2[CH2:14][CH2:13][O:12][CH2:11][CH:10]2[C:15]([NH:43][CH:40]2[C:41]3[C:37](=[CH:36][CH:35]=[C:34]([Cl:33])[CH:42]=3)[CH2:38][CH2:39]2)=[O:17])=[N:4][C:5]([Cl:8])=[N:6][CH:7]=1, predict the reactants needed to synthesize it. (3) The reactants are: [F:1][C:2]([F:14])([F:13])[C:3]1[CH:8]=[CH:7][C:6]([CH2:9][C:10]([OH:12])=O)=[CH:5][CH:4]=1.[C:15]([O:19][C:20]([N:22]1[CH2:27][CH2:26][C:25]2[N:28]([CH3:47])[C:29]([C:31]3[C:36]([C:37]#[C:38][C:39]4[CH:44]=[CH:43][CH:42]=[C:41]([NH2:45])[CH:40]=4)=[CH:35][N:34]=[C:33]([NH2:46])[N:32]=3)=[CH:30][C:24]=2[C:23]1=[O:48])=[O:21])([CH3:18])([CH3:17])[CH3:16].CN(C(ON1N=NC2C=CC=CC1=2)=[N+](C)C)C.[B-](F)(F)(F)F.CCN(C(C)C)C(C)C.C([O-])(O)=O.[Na+]. Given the product [C:15]([O:19][C:20]([N:22]1[CH2:27][CH2:26][C:25]2[N:28]([CH3:47])[C:29]([C:31]3[C:36]([C:37]#[C:38][C:39]4[CH:44]=[CH:43][CH:42]=[C:41]([NH:45][C:10](=[O:12])[CH2:9][C:6]5[CH:5]=[CH:4][C:3]([C:2]([F:1])([F:14])[F:13])=[CH:8][CH:7]=5)[CH:40]=4)=[CH:35][N:34]=[C:33]([NH2:46])[N:32]=3)=[CH:30][C:24]=2[C:23]1=[O:48])=[O:21])([CH3:18])([CH3:17])[CH3:16], predict the reactants needed to synthesize it. (4) The reactants are: [Cl:1][C:2]1[CH:7]=[CH:6][C:5]([C:8]([OH:11])([CH3:10])[CH3:9])=[CH:4][C:3]=1[NH:12][S:13]([C:16]1[CH:21]=[CH:20][C:19]([O:22][CH3:23])=[C:18]([O:24][CH3:25])[CH:17]=1)(=[O:15])=[O:14].Cl[CH2:27][C:28]([N:30]([CH2:33][CH3:34])[CH2:31][CH3:32])=[O:29].C([O-])([O-])=O.[K+].[K+]. Given the product [Cl:1][C:2]1[CH:7]=[CH:6][C:5]([C:8]([OH:11])([CH3:10])[CH3:9])=[CH:4][C:3]=1[N:12]([S:13]([C:16]1[CH:21]=[CH:20][C:19]([O:22][CH3:23])=[C:18]([O:24][CH3:25])[CH:17]=1)(=[O:15])=[O:14])[CH2:27][C:28]([N:30]([CH2:33][CH3:34])[CH2:31][CH3:32])=[O:29], predict the reactants needed to synthesize it.